From a dataset of Catalyst prediction with 721,799 reactions and 888 catalyst types from USPTO. Predict which catalyst facilitates the given reaction. (1) Reactant: [CH3:1][O:2][C:3](=[O:19])[CH2:4][N:5]1[C:10]2[CH:11]=[CH:12][CH:13]=[CH:14][C:9]=2[O:8][CH:7]([CH:15]([CH3:17])[CH3:16])[C:6]1=O.COC1C=CC(P2(SP(C3C=CC(OC)=CC=3)(=S)S2)=[S:29])=CC=1.C(=O)([O-])O.[Na+]. Product: [CH3:1][O:2][C:3](=[O:19])[CH2:4][N:5]1[C:10]2[CH:11]=[CH:12][CH:13]=[CH:14][C:9]=2[O:8][CH:7]([CH:15]([CH3:17])[CH3:16])[C:6]1=[S:29]. The catalyst class is: 11. (2) Reactant: [CH3:1][O:2][CH2:3][CH2:4][O:5][C:6]1[CH:7]=[C:8]2[C:12](=[CH:13][C:14]=1[O:15][CH2:16][CH2:17][O:18][CH3:19])[C:11](=[O:20])[CH2:10][CH2:9]2.C([O:25][N:26]=O)CCC.Cl. Product: [CH3:1][O:2][CH2:3][CH2:4][O:5][C:6]1[CH:7]=[C:8]2[C:12](=[CH:13][C:14]=1[O:15][CH2:16][CH2:17][O:18][CH3:19])[C:11](=[O:20])[C:10](=[N:26][OH:25])[CH2:9]2. The catalyst class is: 5. (3) Reactant: [CH3:1][O:2][C:3]1[CH:4]=[C:5]([NH2:9])[CH:6]=[CH:7][CH:8]=1.[N+:10]([CH:13]([CH:16]=O)[CH:14]=[O:15])([O-:12])=[O:11]. Product: [CH3:1][O:2][C:3]1[CH:4]=[C:5]([NH:9][CH:16]=[C:13]([N+:10]([O-:12])=[O:11])[CH:14]=[O:15])[CH:6]=[CH:7][CH:8]=1. The catalyst class is: 126. (4) Reactant: Br[C:2]1[S:6][C:5]([CH:7]=[O:8])=[CH:4][C:3]=1[C:9]1[C:10]([F:15])=[N:11][CH:12]=[CH:13][CH:14]=1.N1C=CC=CC=1.[CH3:22][N:23]1[CH:27]=[C:26]([S:28]([O-:30])=[O:29])[CH:25]=[N:24]1.[Na+].O. Product: [F:15][C:10]1[C:9]([C:3]2[CH:4]=[C:5]([CH:7]=[O:8])[S:6][C:2]=2[S:28]([C:26]2[CH:25]=[N:24][N:23]([CH3:22])[CH:27]=2)(=[O:30])=[O:29])=[CH:14][CH:13]=[CH:12][N:11]=1. The catalyst class is: 9. (5) Reactant: [C:1]([C:5]1[CH:6]=[C:7]([NH:17][C:18]([NH:20][C@@H:21]2[C:30]3[C:25](=[CH:26][CH:27]=[CH:28][CH:29]=3)[C@H:24]([O:31][C:32]3[CH:33]=[CH:34][C:35]4[N:36]([C:38]([CH2:41][CH:42]5[CH2:47][CH2:46][NH:45][CH2:44][CH2:43]5)=[N:39][N:40]=4)[CH:37]=3)[CH2:23][CH2:22]2)=[O:19])[N:8]([C:10]2[CH:15]=[CH:14][C:13]([CH3:16])=[CH:12][CH:11]=2)[N:9]=1)([CH3:4])([CH3:3])[CH3:2].C=O.[CH3:50]C(O)=O.[BH-](OC(C)=O)(OC(C)=O)OC(C)=O.[Na+]. Product: [NH4+:8].[OH-:19].[C:1]([C:5]1[CH:6]=[C:7]([NH:17][C:18]([NH:20][C@@H:21]2[C:30]3[C:25](=[CH:26][CH:27]=[CH:28][CH:29]=3)[C@H:24]([O:31][C:32]3[CH:33]=[CH:34][C:35]4[N:36]([C:38]([CH2:41][CH:42]5[CH2:43][CH2:44][N:45]([CH3:50])[CH2:46][CH2:47]5)=[N:39][N:40]=4)[CH:37]=3)[CH2:23][CH2:22]2)=[O:19])[N:8]([C:10]2[CH:11]=[CH:12][C:13]([CH3:16])=[CH:14][CH:15]=2)[N:9]=1)([CH3:4])([CH3:2])[CH3:3]. The catalyst class is: 61. (6) Reactant: [Cl:1][C:2]1[C:3]2[CH:10]=[C:9]([C:11]([OH:13])=O)[S:8][C:4]=2[N:5]=[CH:6][N:7]=1.C(Cl)(=O)C([Cl:17])=O. Product: [Cl:1][C:2]1[C:3]2[CH:10]=[C:9]([C:11]([Cl:17])=[O:13])[S:8][C:4]=2[N:5]=[CH:6][N:7]=1. The catalyst class is: 2. (7) Reactant: FC(F)(F)C(O)=O.[CH2:8]([NH:12][C:13]1[N:21]=[C:20]2[C:16]([N:17]=[C:18]([O:22][CH3:23])[NH:19]2)=[C:15]([NH2:24])[N:14]=1)[CH2:9][CH2:10][CH3:11].C(=O)([O-])[O-].[K+].[K+].Br[CH2:32][CH2:33][CH:34]1[CH2:38][CH2:37][O:36][CH2:35]1. Product: [CH2:8]([NH:12][C:13]1[N:21]=[C:20]2[C:16]([N:17]=[C:18]([O:22][CH3:23])[N:19]2[CH2:32][CH2:33][CH:34]2[CH2:38][CH2:37][O:36][CH2:35]2)=[C:15]([NH2:24])[N:14]=1)[CH2:9][CH2:10][CH3:11]. The catalyst class is: 3.